This data is from Forward reaction prediction with 1.9M reactions from USPTO patents (1976-2016). The task is: Predict the product of the given reaction. (1) Given the reactants [C:1]([O:5][C:6](=[O:14])[N:7]([CH2:11][CH2:12]Cl)[CH2:8][CH2:9]Cl)([CH3:4])([CH3:3])[CH3:2].[Br:15][C:16]1[CH:21]=[CH:20][C:19]([CH2:22][C:23]#[N:24])=[CH:18][CH:17]=1.[OH-].[Na+], predict the reaction product. The product is: [C:1]([O:5][C:6]([N:7]1[CH2:11][CH2:12][C:22]([C:19]2[CH:20]=[CH:21][C:16]([Br:15])=[CH:17][CH:18]=2)([C:23]#[N:24])[CH2:9][CH2:8]1)=[O:14])([CH3:4])([CH3:3])[CH3:2]. (2) Given the reactants C(OC([N:8]1[CH:12]([CH:13]=[CH:14][C:15]2[CH:16]=[C:17]([CH3:21])[CH:18]=[CH:19][CH:20]=2)[CH2:11][CH2:10][CH:9]1[C:22]([N:24]1[CH2:28][CH2:27][CH2:26][C@H:25]1[C:29]#[N:30])=[O:23])=O)(C)(C)C, predict the reaction product. The product is: [CH3:21][C:17]1[CH:16]=[C:15]([CH2:14][CH2:13][CH:12]2[NH:8][C@H:9]([C:22]([N:24]3[CH2:28][CH2:27][CH2:26][C@H:25]3[C:29]#[N:30])=[O:23])[CH2:10][CH2:11]2)[CH:20]=[CH:19][CH:18]=1. (3) The product is: [CH:1]([N:4]1[CH2:17][CH2:16][C:7]2[N:8](/[CH:35]=[C:36](/[C:38]3[CH:43]=[CH:42][N:41]=[CH:40][CH:39]=3)\[CH3:37])[C:9]3[CH:10]=[CH:11][C:12]([CH3:15])=[CH:13][C:14]=3[C:6]=2[CH2:5]1)([CH3:3])[CH3:2]. Given the reactants [CH:1]([N:4]1[CH2:17][CH2:16][C:7]2[NH:8][C:9]3[CH:10]=[CH:11][C:12]([CH3:15])=[CH:13][C:14]=3[C:6]=2[CH2:5]1)([CH3:3])[CH3:2].P([O-])([O-])([O-])=O.[K+].[K+].[K+].N1CCC[C@H]1C(O)=O.Br[CH:35]=[C:36]([C:38]1[CH:43]=[CH:42][N:41]=[CH:40][CH:39]=1)[CH3:37], predict the reaction product. (4) The product is: [CH:1]1([OH:7])[CH2:6][CH2:5][CH2:4][CH2:3][CH2:2]1.[C:8]1([OH:14])[CH:13]=[CH:12][CH:11]=[CH:10][CH:9]=1. Given the reactants [C:1]1([OH:7])[CH:6]=[CH:5][CH:4]=[CH:3][CH:2]=1.[C:8]1([OH:14])[CH:13]=[CH:12][CH:11]=[CH:10][CH:9]=1.C1CCCCC1.[H][H].[H][H].C1(O)C=CC=CC=1.C1(=O)CCCCC1, predict the reaction product. (5) Given the reactants CC(C)(C)C([NH:5][C:6]1[C:11]([C:12]2[O:16][N:15]=[C:14]([C:17](OCC)=[O:18])[CH:13]=2)=[CH:10][CH:9]=[CH:8][N:7]=1)=O.[BH4-].[Na+].[OH-].[Na+].[C:28]([OH:33])(=[O:32])[C:29]([OH:31])=[O:30], predict the reaction product. The product is: [C:28]([OH:33])(=[O:32])[C:29]([OH:31])=[O:30].[NH2:5][C:6]1[C:11]([C:12]2[O:16][N:15]=[C:14]([CH2:17][OH:18])[CH:13]=2)=[CH:10][CH:9]=[CH:8][N:7]=1. (6) Given the reactants [C:1]([O:5][C:6](=[O:27])[C:7]([S:10][C:11]1[S:12][CH:13]=[C:14]([CH2:16][C:17]([NH:19][C:20]2[CH:25]=[CH:24][C:23]([Br:26])=[CH:22][N:21]=2)=O)[N:15]=1)([CH3:9])[CH3:8])([CH3:4])([CH3:3])[CH3:2].CO, predict the reaction product. The product is: [C:1]([O:5][C:6](=[O:27])[C:7]([S:10][C:11]1[S:12][CH:13]=[C:14]([CH2:16][CH2:17][NH:19][C:20]2[CH:25]=[CH:24][C:23]([Br:26])=[CH:22][N:21]=2)[N:15]=1)([CH3:9])[CH3:8])([CH3:2])([CH3:3])[CH3:4]. (7) Given the reactants [N:1]1[CH:6]=[CH:5][CH:4]=[C:3]([C:7]2[CH:8]3[CH2:14][CH:12]([CH:13]=2)[CH2:11][NH:10][CH2:9]3)[CH:2]=1.[ClH:15].C(OCC)C, predict the reaction product. The product is: [ClH:15].[ClH:15].[N:1]1[CH:6]=[CH:5][CH:4]=[C:3]([C:7]2[CH:8]3[CH2:14][CH:12]([CH:13]=2)[CH2:11][NH:10][CH2:9]3)[CH:2]=1. (8) Given the reactants [NH2:1][C:2]1[CH:3]=[C:4]2[C:20](=[O:21])[NH:19][N:18]=[CH:17][C:6]3=[C:7]([C:11]4[CH:16]=[CH:15][CH:14]=[CH:13][CH:12]=4)[NH:8][C:9]([CH:10]=1)=[C:5]23.[F:22][C:23]1[C:24]([CH3:32])=[C:25]([CH:29]=[CH:30][CH:31]=1)[C:26](O)=[O:27].C(N(CC)CC)C.F[P-](F)(F)(F)(F)F.N1(OC(N(C)C)=[N+](C)C)C2N=CC=CC=2N=N1, predict the reaction product. The product is: [F:22][C:23]1[C:24]([CH3:32])=[C:25]([CH:29]=[CH:30][CH:31]=1)[C:26]([NH:1][C:2]1[CH:3]=[C:4]2[C:20](=[O:21])[NH:19][N:18]=[CH:17][C:6]3=[C:7]([C:11]4[CH:12]=[CH:13][CH:14]=[CH:15][CH:16]=4)[NH:8][C:9]([CH:10]=1)=[C:5]23)=[O:27]. (9) Given the reactants [OH-].[Na+].C[O:4][C:5](=[O:26])[CH2:6][C:7]1[C:8]([CH3:25])=[N:9][N:10]([C:18]2[N:19]=[N:20][C:21]([Cl:24])=[CH:22][CH:23]=2)[C:11]=1[C:12]1[CH:17]=[CH:16][CH:15]=[CH:14][CH:13]=1, predict the reaction product. The product is: [Cl:24][C:21]1[N:20]=[N:19][C:18]([N:10]2[C:11]([C:12]3[CH:17]=[CH:16][CH:15]=[CH:14][CH:13]=3)=[C:7]([CH2:6][C:5]([OH:26])=[O:4])[C:8]([CH3:25])=[N:9]2)=[CH:23][CH:22]=1. (10) The product is: [F:1][C:2]1[CH:7]=[C:6]([NH:8][CH2:9][C:10]2[CH:15]=[CH:14][C:13]([CH2:16][N:17]3[C:21]([CH2:22][CH2:23][C:24]4[CH:29]=[CH:28][CH:27]=[CH:26][CH:25]=4)=[CH:20][C:19]([C:30]4[CH:31]=[CH:32][C:33]([C:36]([F:38])([F:37])[F:39])=[CH:34][CH:35]=4)=[N:18]3)=[CH:12][CH:11]=2)[CH:5]=[CH:4][C:3]=1[CH2:40][CH2:41][C:42]([OH:44])=[O:43]. Given the reactants [F:1][C:2]1[CH:7]=[C:6]([NH:8][CH2:9][C:10]2[CH:15]=[CH:14][C:13]([CH2:16][N:17]3[C:21]([CH2:22][CH2:23][C:24]4[CH:29]=[CH:28][CH:27]=[CH:26][CH:25]=4)=[CH:20][C:19]([C:30]4[CH:35]=[CH:34][C:33]([C:36]([F:39])([F:38])[F:37])=[CH:32][CH:31]=4)=[N:18]3)=[CH:12][CH:11]=2)[CH:5]=[CH:4][C:3]=1[CH2:40][CH2:41][C:42]([O:44]CC)=[O:43].[OH-].[Na+].O.C(O)(=O)CC(CC(O)=O)(C(O)=O)O, predict the reaction product.